Predict the reaction yield, written as a fraction of the theoretical maximum amount of product (1.0 means a 100% yield; for example, 0.34 means a 34% yield). From a dataset of Reaction yield outcomes from USPTO patents with 853,638 reactions. (1) The reactants are [NH2:1][CH2:2][C@@H:3]1[C@@H:11]([C@@:12]2([CH3:21])[CH2:17][CH2:16][C@H:15]([OH:18])[CH2:14][C@@H:13]2[CH2:19][OH:20])[CH2:10][CH2:9][C@@:8]2([CH3:22])[C@H:4]1[CH2:5][CH2:6][C:7]2=[CH2:23].[BH-](OC(C)=O)(OC(C)=O)OC(C)=O.[Na+].[F:38][C:39]1[CH:46]=[CH:45][C:42]([CH:43]=O)=[CH:41][CH:40]=1.[BH4-].[Na+]. The catalyst is C(Cl)Cl.CO.CO.CCOC(C)=O. The product is [F:38][C:39]1[CH:46]=[CH:45][C:42]([CH2:43][NH:1][CH2:2][C@@H:3]2[C@@H:11]([C@@:12]3([CH3:21])[CH2:17][CH2:16][C@H:15]([OH:18])[CH2:14][C@@H:13]3[CH2:19][OH:20])[CH2:10][CH2:9][C@@:8]3([CH3:22])[C@H:4]2[CH2:5][CH2:6][C:7]3=[CH2:23])=[CH:41][CH:40]=1. The yield is 0.740. (2) The reactants are [CH2:1]([O:8][CH2:9][CH2:10][CH2:11][CH2:12][CH2:13][CH2:14]/[CH:15]=[CH:16]/[CH2:17][C:18]([N:20]1[C@@H:24]([CH:25]([CH3:27])[CH3:26])[C:23]([C:34]2[CH:39]=[CH:38][CH:37]=[CH:36][CH:35]=2)([C:28]2[CH:33]=[CH:32][CH:31]=[CH:30][CH:29]=2)[O:22][C:21]1=[S:40])=[O:19])[CH2:2][CH2:3][CH2:4][CH2:5][CH2:6][CH3:7].C[Si](C)(C)[N-][Si](C)(C)C.[Li+].[O:51]=[C:52]([CH2:60][CH2:61][CH3:62])[C:53]([O:55][C:56]([CH3:59])([CH3:58])[CH3:57])=[O:54].C(O)(=O)C. The catalyst is C1COCC1. The product is [CH2:1]([O:8][CH2:9][CH2:10][CH2:11][CH2:12][CH2:13][CH2:14]/[CH:15]=[CH:16]/[C@H:17]([C:18]([N:20]1[C@@H:24]([CH:25]([CH3:27])[CH3:26])[C:23]([C:34]2[CH:39]=[CH:38][CH:37]=[CH:36][CH:35]=2)([C:28]2[CH:33]=[CH:32][CH:31]=[CH:30][CH:29]=2)[S:40][C:21]1=[O:22])=[O:19])[C@@:52]([OH:51])([CH2:60][CH2:61][CH3:62])[C:53]([O:55][C:56]([CH3:57])([CH3:58])[CH3:59])=[O:54])[CH2:2][CH2:3][CH2:4][CH2:5][CH2:6][CH3:7]. The yield is 0.590. (3) The reactants are [F:1][C:2]1[CH:7]=[C:6]([F:8])[CH:5]=[CH:4][C:3]=1[N:9]1[C:17]2[CH:16]3[CH2:18][CH:13]([CH2:14][CH2:15]3)[C:12]=2[C:11]([C:19](=[N:22][C:23](=O)[C:24]([CH3:27])([CH3:26])[CH3:25])OC)=[N:10]1.O.[NH2:30][NH2:31]. The catalyst is CO. The product is [C:24]([C:23]1[NH:31][N:30]=[C:19]([C:11]2[C:12]3[CH:13]4[CH2:18][CH:16]([CH2:15][CH2:14]4)[C:17]=3[N:9]([C:3]3[CH:4]=[CH:5][C:6]([F:8])=[CH:7][C:2]=3[F:1])[N:10]=2)[N:22]=1)([CH3:27])([CH3:26])[CH3:25]. The yield is 0.870.